This data is from Full USPTO retrosynthesis dataset with 1.9M reactions from patents (1976-2016). The task is: Predict the reactants needed to synthesize the given product. (1) Given the product [CH2:32]([O:31][CH2:30][CH:26]([NH:25][C:3](=[O:5])[CH:2]([OH:1])[CH2:6][CH:7]([CH3:9])[CH3:8])[C:27](=[O:28])[NH2:29])[C:33]1[CH:38]=[CH:37][CH:36]=[CH:35][CH:34]=1, predict the reactants needed to synthesize it. The reactants are: [OH:1][CH:2]([CH2:6][CH:7]([CH3:9])[CH3:8])[C:3]([OH:5])=O.C(Cl)CCl.C1C=CC2N(O)N=NC=2C=1.Cl.[NH2:25][CH:26]([CH2:30][O:31][CH2:32][C:33]1[CH:38]=[CH:37][CH:36]=[CH:35][CH:34]=1)[C:27]([NH2:29])=[O:28].CN1CCOCC1. (2) Given the product [NH4+:8].[OH-:12].[O:12]=[C:9]1[NH:8][C:7]([C:1]2[CH:2]=[CH:3][CH:4]=[CH:5][CH:6]=2)=[CH:11][N:10]1[CH2:16][C:17]([O:19][C:20]([CH3:23])([CH3:22])[CH3:21])=[O:18], predict the reactants needed to synthesize it. The reactants are: [C:1]1([C:7]2[CH:11]=[N:10][C:9](=[O:12])[N:8]=2)[CH:6]=[CH:5][CH:4]=[CH:3][CH:2]=1.[H-].[Na+].Br[CH2:16][C:17]([O:19][C:20]([CH3:23])([CH3:22])[CH3:21])=[O:18]. (3) Given the product [Br:13][C:6]1[CH:7]=[N:8][C:9]2[C:4]([CH:5]=1)=[CH:3][C:2]([OH:14])=[CH:11][C:10]=2[CH3:12], predict the reactants needed to synthesize it. The reactants are: N[C:2]1[CH:3]=[C:4]2[C:9](=[C:10]([CH3:12])[CH:11]=1)[N:8]=[CH:7][C:6]([Br:13])=[CH:5]2.[OH-:14].[Na+]. (4) Given the product [CH:10]([C:6]1[CH:7]=[CH:8][CH:9]=[C:4]([CH:1]([CH3:2])[CH3:3])[C:5]=1[N:13]1[C:14]2[CH:19]=[CH:18][CH:17]=[CH:16][C:15]=2[N:20]=[C:1]1[C:4]1[CH:9]=[CH:8][CH:7]=[CH:6][CH:5]=1)([CH3:12])[CH3:11], predict the reactants needed to synthesize it. The reactants are: [CH:1]([C:4]1[CH:9]=[CH:8][CH:7]=[C:6]([CH:10]([CH3:12])[CH3:11])[C:5]=1[NH:13][C:14]1[C:15]([NH2:20])=[CH:16][CH:17]=[CH:18][CH:19]=1)([CH3:3])[CH3:2]. (5) Given the product [CH3:35][O:34][C:32](=[O:33])[C:31]1[CH:36]=[CH:37][C:38]([O:15][CH2:14][CH:13]([N:12]2[C:11]3[CH:22]=[C:23]([F:27])[C:24]([F:26])=[CH:25][C:10]=3[N:9]=[C:8]2[C:5]2[CH:6]=[CH:7][C:2]([Cl:1])=[CH:3][CH:4]=2)[CH:16]2[CH2:17][CH2:18][CH2:19][CH2:20][CH2:21]2)=[C:29]([Cl:28])[CH:30]=1, predict the reactants needed to synthesize it. The reactants are: [Cl:1][C:2]1[CH:7]=[CH:6][C:5]([C:8]2[N:12]([CH:13]([CH:16]3[CH2:21][CH2:20][CH2:19][CH2:18][CH2:17]3)[CH2:14][OH:15])[C:11]3[CH:22]=[C:23]([F:27])[C:24]([F:26])=[CH:25][C:10]=3[N:9]=2)=[CH:4][CH:3]=1.[Cl:28][C:29]1[CH:30]=[C:31]([CH:36]=[CH:37][C:38]=1O)[C:32]([O:34][CH3:35])=[O:33].N(C(OC(C)(C)C)=O)=NC(OC(C)(C)C)=O. (6) Given the product [NH2:40][C:26]1[O:27][C:28]2[C:29](=[N:30][CH:31]=[C:32]([C:34]3[CH:39]=[N:38][CH:37]=[N:36][CH:35]=3)[CH:33]=2)[C:25]=1[C:23]([NH:22][C:17]1[CH:18]=[N:19][CH:20]=[CH:21][C:16]=1[N:11]1[CH2:12][C@H:13]([CH3:15])[CH2:14][C@H:9]([NH2:8])[CH2:10]1)=[O:24], predict the reactants needed to synthesize it. The reactants are: C(OC([NH:8][C@H:9]1[CH2:14][C@@H:13]([CH3:15])[CH2:12][N:11]([C:16]2[CH:21]=[CH:20][N:19]=[CH:18][C:17]=2[NH:22][C:23]([C:25]2[C:29]3=[N:30][CH:31]=[C:32]([C:34]4[CH:35]=[N:36][CH:37]=[N:38][CH:39]=4)[CH:33]=[C:28]3[O:27][C:26]=2[NH:40]C(=O)OC(C)(C)C)=[O:24])[CH2:10]1)=O)(C)(C)C.Cl.O1CCOCC1. (7) Given the product [OH:9][N:8]=[C:7]([Cl:12])[C@:5]1([CH3:10])[CH2:4][O:3][C:2]([CH3:11])([CH3:1])[O:6]1, predict the reactants needed to synthesize it. The reactants are: [CH3:1][C:2]1([CH3:11])[O:6][C@:5]([CH3:10])([CH:7]=[N:8][OH:9])[CH2:4][O:3]1.[Cl:12]N1C(=O)CCC1=O. (8) Given the product [I:8][C:7]1[C:2]([N:9]2[CH2:13][CH2:12][CH2:11][CH2:10]2)=[N:3][CH:4]=[CH:5][CH:6]=1, predict the reactants needed to synthesize it. The reactants are: F[C:2]1[C:7]([I:8])=[CH:6][CH:5]=[CH:4][N:3]=1.[NH:9]1[CH2:13][CH2:12][CH2:11][CH2:10]1.O. (9) Given the product [CH3:24][C:2]1[CH:3]=[C:4]([C:20]([O:22][CH3:23])=[O:21])[C:5]2[CH2:6][CH2:7][N:8]([CH:13]([CH2:17][CH2:18][CH3:19])[CH2:14][CH2:15][CH3:16])[C:9](=[O:12])[C:10]=2[CH:11]=1, predict the reactants needed to synthesize it. The reactants are: Br[C:2]1[CH:3]=[C:4]([C:20]([O:22][CH3:23])=[O:21])[C:5]2[CH2:6][CH2:7][N:8]([CH:13]([CH2:17][CH2:18][CH3:19])[CH2:14][CH2:15][CH3:16])[C:9](=[O:12])[C:10]=2[CH:11]=1.[C:24](=O)(O)[O-].[Na+]. (10) The reactants are: Cl.Cl.[NH:3]1[CH2:6][CH:5]([C:7]2[C:8]([O:28][CH2:29][CH3:30])=[C:9]([CH:15]([N:17]3[C:21]4=[N:22][CH:23]=[N:24][C:25]([NH2:26])=[C:20]4[C:19]([CH3:27])=[N:18]3)[CH3:16])[CH:10]=[C:11]([Cl:14])[C:12]=2[F:13])[CH2:4]1.C(N(CC)CC)C.[CH3:38][C@H:39]1[CH2:41][O:40]1. Given the product [NH2:26][C:25]1[N:24]=[CH:23][N:22]=[C:21]2[N:17]([CH:15]([C:9]3[C:8]([O:28][CH2:29][CH3:30])=[C:7]([CH:5]4[CH2:4][N:3]([CH2:38][C@@H:39]([OH:40])[CH3:41])[CH2:6]4)[C:12]([F:13])=[C:11]([Cl:14])[CH:10]=3)[CH3:16])[N:18]=[C:19]([CH3:27])[C:20]=12, predict the reactants needed to synthesize it.